This data is from NCI-60 drug combinations with 297,098 pairs across 59 cell lines. The task is: Regression. Given two drug SMILES strings and cell line genomic features, predict the synergy score measuring deviation from expected non-interaction effect. Drug 1: C1=NC(=NC(=O)N1C2C(C(C(O2)CO)O)O)N. Drug 2: C1=CC=C(C=C1)NC(=O)CCCCCCC(=O)NO. Cell line: U251. Synergy scores: CSS=23.2, Synergy_ZIP=-4.87, Synergy_Bliss=-0.615, Synergy_Loewe=-1.85, Synergy_HSA=-0.257.